This data is from Reaction yield outcomes from USPTO patents with 853,638 reactions. The task is: Predict the reaction yield, written as a fraction of the theoretical maximum amount of product (1.0 means a 100% yield; for example, 0.34 means a 34% yield). (1) The reactants are [NH2:1][C@H:2]1[CH2:7][CH2:6][C@H:5]([NH:8][C:9]2[CH:10]=[C:11]([N:28](CC3C=CC(OC)=CC=3)[C:29]3[CH:34]=[CH:33][CH:32]=[CH:31][N:30]=3)[C:12]3[N:13]([C:15]([C:18]([NH:20][C:21]4[CH:26]=[CH:25][N:24]=[C:23]([F:27])[CH:22]=4)=[O:19])=[CH:16][N:17]=3)[N:14]=2)[CH2:4][CH2:3]1.CCN(C(C)C)C(C)C.Br[CH2:54][C:55]([O:57][CH3:58])=[O:56].C(O)(C(F)(F)F)=O. The product is [F:27][C:23]1[CH:22]=[C:21]([NH:20][C:18]([C:15]2[N:13]3[N:14]=[C:9]([NH:8][C@H:5]4[CH2:6][CH2:7][C@H:2]([NH:1][CH2:54][C:55]([O:57][CH3:58])=[O:56])[CH2:3][CH2:4]4)[CH:10]=[C:11]([NH:28][C:29]4[CH:34]=[CH:33][CH:32]=[CH:31][N:30]=4)[C:12]3=[N:17][CH:16]=2)=[O:19])[CH:26]=[CH:25][N:24]=1. The catalyst is C(Cl)Cl.CO. The yield is 0.349. (2) The reactants are [C:1]([O:5][C:6]([C:8]1[CH:13]=[C:12]([O:14][C:15]2[CH:24]=[C:23]3[C:18]([CH2:19][CH2:20][CH:21]([C:25](O)=[O:26])[CH2:22]3)=[CH:17][CH:16]=2)[CH:11]=[CH:10][N:9]=1)=[O:7])([CH3:4])([CH3:3])[CH3:2].[NH2:28][C:29]1[CH:30]=[C:31]([CH:34]=[C:35]([C:37]([F:40])([F:39])[F:38])[CH:36]=1)[C:32]#[N:33].CCN=C=NCCCN(C)C. The catalyst is CN(C1C=CN=CC=1)C.C(Cl)Cl.CCOC(C)=O. The product is [C:32]([C:31]1[CH:30]=[C:29]([NH:28][C:25]([CH:21]2[CH2:22][C:23]3[CH:24]=[C:15]([O:14][C:12]4[CH:11]=[CH:10][N:9]=[C:8]([C:6]([O:5][C:1]([CH3:2])([CH3:3])[CH3:4])=[O:7])[CH:13]=4)[CH:16]=[CH:17][C:18]=3[CH2:19][CH2:20]2)=[O:26])[CH:36]=[C:35]([C:37]([F:38])([F:39])[F:40])[CH:34]=1)#[N:33]. The yield is 0.790. (3) The reactants are F.F.F.C(N(CC)CC)C.[Si]([O:28][CH2:29][C@H:30]1[O:34][C@@H:33]([N:35]2[CH:42]=[C:41]([CH3:43])[C:39](=[O:40])[NH:38][C:36]2=[O:37])[C@H:32]([O:44][CH2:45][CH2:46][O:47][N:48]([CH3:50])[CH3:49])[C@@H:31]1[OH:51])(C(C)(C)C)(C1C=CC=CC=1)C1C=CC=CC=1.CO. The catalyst is C1COCC1.C(Cl)Cl. The product is [CH3:49][N:48]([CH3:50])[O:47][CH2:46][CH2:45][O:44][C@@H:32]1[C@H:31]([OH:51])[C@@H:30]([CH2:29][OH:28])[O:34][C@H:33]1[N:35]1[CH:42]=[C:41]([CH3:43])[C:39](=[O:40])[NH:38][C:36]1=[O:37]. The yield is 0.925. (4) The reactants are [CH2:1]([O:8][C:9]([CH2:11][CH2:12][CH2:13]OC1C=CC(B(O)O)=CC=1)=[O:10])[C:2]1[CH:7]=[CH:6][CH:5]=[CH:4][CH:3]=1.[B:24]([C:27]1[CH:32]=[CH:31][C:30]([CH2:33]CCCC(O)=O)=[CH:29][CH:28]=1)([OH:26])[OH:25].C(Br)C1C=CC=CC=1. No catalyst specified. The product is [CH2:1]([O:8][C:9](=[O:10])[CH2:11][CH2:12][CH2:13][CH2:33][C:30]1[CH:31]=[CH:32][C:27]([B:24]([OH:26])[OH:25])=[CH:28][CH:29]=1)[C:2]1[CH:3]=[CH:4][CH:5]=[CH:6][CH:7]=1. The yield is 0.790.